Dataset: Reaction yield outcomes from USPTO patents with 853,638 reactions. Task: Predict the reaction yield, written as a fraction of the theoretical maximum amount of product (1.0 means a 100% yield; for example, 0.34 means a 34% yield). (1) The reactants are [C:1]1([C:7]2([CH3:19])[C:12](=[O:13])[N:11]([CH2:14][CH2:15][CH3:16])[C:10](=[O:17])[NH:9][C:8]2=[O:18])[CH2:6][CH2:5][CH2:4][CH2:3][CH:2]=1.Br.Br[CH2:22][C:23]([C:25]1[CH:26]=[N:27][CH:28]=[CH:29][CH:30]=1)=[O:24]. No catalyst specified. The product is [C:1]1([C:7]2([CH3:19])[C:8](=[O:18])[N:9]([CH2:22][C:23](=[O:24])[C:25]3[CH:26]=[N:27][CH:28]=[CH:29][CH:30]=3)[C:10](=[O:17])[N:11]([CH2:14][CH2:15][CH3:16])[C:12]2=[O:13])[CH2:6][CH2:5][CH2:4][CH2:3][CH:2]=1. The yield is 0.440. (2) The reactants are [Cl:1][C:2]1[CH:3]=[C:4]([C:10]2[O:14][N:13]=[C:12]([C:15]3[CH:16]=[C:17]4[C:21](=[CH:22][CH:23]=3)[NH:20][CH:19]=[CH:18]4)[N:11]=2)[CH:5]=[CH:6][C:7]=1[O:8][CH3:9].C1COCC1.C(C(O)=O)(F)(F)F. No catalyst specified. The product is [Cl:1][C:2]1[CH:3]=[C:4]([C:10]2[O:14][N:13]=[C:12]([C:15]3[CH:16]=[C:17]4[C:21](=[CH:22][CH:23]=3)[NH:20][CH2:19][CH2:18]4)[N:11]=2)[CH:5]=[CH:6][C:7]=1[O:8][CH3:9]. The yield is 1.00. (3) The reactants are [C:1]([CH:3]1[CH2:6][N:5]([C:7](=[O:40])[C@H:8]([NH:10][C:11]([C:13]2[C:21]3[C:16](=[N:17][CH:18]=[C:19]([C:22]4[C:30]5[C:25](=[CH:26][C:27]([Cl:31])=[CH:28][CH:29]=5)[NH:24][N:23]=4)[N:20]=3)[N:15](COCC[Si](C)(C)C)[CH:14]=2)=[O:12])[CH3:9])[CH2:4]1)#[N:2].FC(F)(F)C(O)=O.C(N)CN. The catalyst is ClCCl. The product is [C:1]([CH:3]1[CH2:4][N:5]([C:7](=[O:40])[C@H:8]([NH:10][C:11]([C:13]2[C:21]3[C:16](=[N:17][CH:18]=[C:19]([C:22]4[C:30]5[C:25](=[CH:26][C:27]([Cl:31])=[CH:28][CH:29]=5)[NH:24][N:23]=4)[N:20]=3)[NH:15][CH:14]=2)=[O:12])[CH3:9])[CH2:6]1)#[N:2]. The yield is 0.590. (4) The reactants are [CH2:1]([O:4][C:5]1([CH3:27])[CH2:10][CH2:9][N:8]([C:11]2[N:16]3[N:17]=[C:18]([Br:20])[CH:19]=[C:15]3[N:14]=[C:13]([CH3:21])[C:12]=2[CH2:22][C:23]([O:25][CH3:26])=[O:24])[CH2:7][CH2:6]1)[CH:2]=[CH2:3].CC([OH:31])C.C(=O)=O.C[Si]([N-][Si](C)(C)C)(C)C.[K+].C1(C2ON2S(C2C=CC=CC=2)(=O)=O)C=CC=CC=1.C(=O)(O)[O-].[Na+].CC(OI1(OC(C)=O)(OC(C)=O)OC(=O)C2C=CC=CC1=2)=O. The catalyst is C1COCC1.C(Cl)Cl. The product is [CH2:1]([O:4][C:5]1([CH3:27])[CH2:10][CH2:9][N:8]([C:11]2[N:16]3[N:17]=[C:18]([Br:20])[CH:19]=[C:15]3[N:14]=[C:13]([CH3:21])[C:12]=2[C:22](=[O:31])[C:23]([O:25][CH3:26])=[O:24])[CH2:7][CH2:6]1)[CH:2]=[CH2:3]. The yield is 0.500. (5) The reactants are [CH2:1]([O:4][C:5]1[CH:38]=[CH:37][C:8]([CH2:9][NH:10][C:11]2[N:16]=[C:15]([O:17][CH2:18][C:19]([F:22])([F:21])[F:20])[N:14]=[C:13]([NH:23][C:24]3[CH:36]=[CH:35][C:27]([C:28]([NH:30][CH2:31][C:32](O)=[O:33])=[O:29])=[CH:26][CH:25]=3)[N:12]=2)=[CH:7][CH:6]=1)[CH:2]=[CH2:3].[CH2:39]([S:42]([NH2:45])(=[O:44])=[O:43])[CH:40]=[CH2:41].CN(C(ON1N=NC2C=CC=NC1=2)=[N+](C)C)C.F[P-](F)(F)(F)(F)F.CCN(C(C)C)C(C)C. The catalyst is CN(C=O)C. The product is [CH2:1]([O:4][C:5]1[CH:38]=[CH:37][C:8]([CH2:9][NH:10][C:11]2[N:16]=[C:15]([O:17][CH2:18][C:19]([F:20])([F:21])[F:22])[N:14]=[C:13]([NH:23][C:24]3[CH:36]=[CH:35][C:27]([C:28]([NH:30][CH2:31][C:32]([NH:45][S:42]([CH2:39][CH:40]=[CH2:41])(=[O:44])=[O:43])=[O:33])=[O:29])=[CH:26][CH:25]=3)[N:12]=2)=[CH:7][CH:6]=1)[CH:2]=[CH2:3]. The yield is 0.890. (6) The reactants are [CH:1]1([C:6]#[CH:7])[CH2:5][CH2:4][CH2:3][CH2:2]1.C([Li])CCC.C1(O[C:20]#[N:21])C=CC=CC=1.[OH-].[Na+]. The catalyst is C1COCC1.CCCCCC. The product is [CH:1]1([C:6]#[C:7][C:20]#[N:21])[CH2:5][CH2:4][CH2:3][CH2:2]1. The yield is 0.950. (7) The reactants are [CH2:1]([O:3][C:4](=[O:18])[CH2:5][O:6][C:7]1[CH:17]=[N:16][CH:15]=[CH:14][C:8]=1[C:9](OCC)=[O:10])[CH3:2].[H-].[Na+]. The catalyst is C1COCC1. The product is [OH:10][C:9]1[C:8]2[C:7](=[CH:17][N:16]=[CH:15][CH:14]=2)[O:6][C:5]=1[C:4]([O:3][CH2:1][CH3:2])=[O:18]. The yield is 0.840.